Dataset: hERG potassium channel inhibition data for cardiac toxicity prediction from Karim et al.. Task: Regression/Classification. Given a drug SMILES string, predict its toxicity properties. Task type varies by dataset: regression for continuous values (e.g., LD50, hERG inhibition percentage) or binary classification for toxic/non-toxic outcomes (e.g., AMES mutagenicity, cardiotoxicity, hepatotoxicity). Dataset: herg_karim. The molecule is CC(C)[C@H]1CC[C@@H](N2CC(NC(=O)CNc3n[nH]c4ccc(C(F)(F)F)cc34)C2)CC1. The result is 1 (blocker).